Dataset: Forward reaction prediction with 1.9M reactions from USPTO patents (1976-2016). Task: Predict the product of the given reaction. (1) Given the reactants [I:1][C:2]1[CH:3]=[C:4]([NH2:14])[C:5]([N:8]([CH2:10][CH2:11][O:12][CH3:13])[CH3:9])=[CH:6][CH:7]=1.Cl[C:16]1[C:21]([Cl:22])=[CH:20][N:19]=[C:18]([NH2:23])[N:17]=1.Cl.[OH-].[Na+], predict the reaction product. The product is: [Cl:22][C:21]1[C:16]([NH:14][C:4]2[CH:3]=[C:2]([I:1])[CH:7]=[CH:6][C:5]=2[N:8]([CH2:10][CH2:11][O:12][CH3:13])[CH3:9])=[N:17][C:18]([NH2:23])=[N:19][CH:20]=1. (2) Given the reactants [Cl:1][C:2]1[C:3]([F:23])=[C:4]([CH:20]=[CH:21][CH:22]=1)[CH2:5][C:6]1[C:7]([O:18][CH3:19])=[CH:8][C:9]([O:16][CH3:17])=[C:10]([CH:15]=1)[C:11]([O:13]C)=[O:12].[OH-].[Na+], predict the reaction product. The product is: [Cl:1][C:2]1[C:3]([F:23])=[C:4]([CH:20]=[CH:21][CH:22]=1)[CH2:5][C:6]1[C:7]([O:18][CH3:19])=[CH:8][C:9]([O:16][CH3:17])=[C:10]([CH:15]=1)[C:11]([OH:13])=[O:12]. (3) Given the reactants [CH2:1]([NH:3][C:4]1[S:5][C@H:6]2[O:12][C@H:11]([CH:13]=O)[C@@H:10]([OH:15])[C@H:9]([OH:16])[C@H:7]2[N:8]=1)[CH3:2].Cl.[CH3:18][NH:19][CH3:20].C([BH3-])#N.[Na+].CO.C(Cl)Cl, predict the reaction product. The product is: [CH3:18][N:19]([CH2:13][C@H:11]1[O:12][C@H:6]2[C@H:7]([N:8]=[C:4]([NH:3][CH2:1][CH3:2])[S:5]2)[C@@H:9]([OH:16])[C@@H:10]1[OH:15])[CH3:20].